From a dataset of Reaction yield outcomes from USPTO patents with 853,638 reactions. Predict the reaction yield, written as a fraction of the theoretical maximum amount of product (1.0 means a 100% yield; for example, 0.34 means a 34% yield). The catalyst is ClCCl. The yield is 0.190. The reactants are [CH3:1][O:2][C:3]1([C:9]#N)[CH2:8][CH2:7][O:6][CH2:5][CH2:4]1.[H-].C([Al+]C(C)C)(C)C.CCCCCC.[OH2:25]. The product is [CH3:1][O:2][C:3]1([CH:9]=[O:25])[CH2:8][CH2:7][O:6][CH2:5][CH2:4]1.